The task is: Predict the product of the given reaction.. This data is from Forward reaction prediction with 1.9M reactions from USPTO patents (1976-2016). (1) Given the reactants C(OC(NCCNCCNC(OC(C)(C)C)=O)=O)(C)(C)C.C(C1C=CC(CBr)=CC=1)#N.C([O-])([O-])=O.[K+].[K+].C(OC(NCCN(C1C=C(C)C=CC=1C#N)CCNC(OC(C)(C)C)=O)=O)(C)(C)C.[ClH:68].CCOCC.[C:74]([C:77]1[CH:82]=[CH:81][CH:80]=[CH:79][N:78]=1)(=[O:76])C.[BH4-:83].[Na+:84], predict the reaction product. The product is: [N:78]1[CH:79]=[CH:80][CH:81]=[CH:82][C:77]=1[CH:74]=[O:76].[BH4-:83].[Na+:84].[ClH:68]. (2) Given the reactants [NH2:1][N:2]1[N:11]=[C:10]([C:12]2[CH:17]=[CH:16][C:15]([Cl:18])=[CH:14][CH:13]=2)[C:9]2[C:4](=[CH:5][CH:6]=[CH:7][CH:8]=2)[C:3]1=[O:19].[CH3:20][C:21]([C:27]1[CH:32]=[CH:31][CH:30]=[CH:29][CH:28]=1)([CH3:26])[CH2:22][C:23](O)=[O:24], predict the reaction product. The product is: [Cl:18][C:15]1[CH:16]=[CH:17][C:12]([C:10]2[C:9]3[C:4](=[CH:5][CH:6]=[CH:7][CH:8]=3)[C:3](=[O:19])[N:2]([NH:1][C:23](=[O:24])[CH2:22][C:21]([CH3:20])([C:27]3[CH:32]=[CH:31][CH:30]=[CH:29][CH:28]=3)[CH3:26])[N:11]=2)=[CH:13][CH:14]=1. (3) Given the reactants [Cl:1][C:2]1[C:7]([CH2:8][CH3:9])=[CH:6][C:5]([OH:10])=[C:4]([N+:11]([O-:13])=[O:12])[CH:3]=1.C(N(CC)CC)C.[CH3:21][S:22](Cl)(=[O:24])=[O:23].O, predict the reaction product. The product is: [CH3:21][S:22]([O:10][C:5]1[CH:6]=[C:7]([CH2:8][CH3:9])[C:2]([Cl:1])=[CH:3][C:4]=1[N+:11]([O-:13])=[O:12])(=[O:24])=[O:23]. (4) Given the reactants [OH:1][CH2:2][C:3]1[N:8]=[CH:7][C:6](B(O)O)=[CH:5][CH:4]=1.I[C:13]1[N:18]=[C:17]([NH2:19])[N:16]=[C:15]([NH:20][CH3:21])[CH:14]=1, predict the reaction product. The product is: [NH2:19][C:17]1[N:18]=[C:13]([C:6]2[CH:5]=[CH:4][C:3]([CH2:2][OH:1])=[N:8][CH:7]=2)[CH:14]=[C:15]([NH:20][CH3:21])[N:16]=1. (5) Given the reactants Cl[C:2](OC1C=CC([N+]([O-])=O)=CC=1)=[O:3].[OH:14][CH2:15][C:16]1[O:20][N:19]=[C:18]([C:21]([O:23]CC)=O)[CH:17]=1.C([N:29](CC)C(C)C)(C)C.[NH2:35][CH:36]1[CH2:39][C:38]2([CH2:43][CH2:42][N:41]([C:44]([O:46][C:47]([CH3:50])([CH3:49])[CH3:48])=[O:45])[CH2:40]2)[CH2:37]1, predict the reaction product. The product is: [C:21]([C:18]1[CH:17]=[C:16]([CH2:15][O:14][C:2]([NH:35][CH:36]2[CH2:37][C:38]3([CH2:43][CH2:42][N:41]([C:44]([O:46][C:47]([CH3:50])([CH3:49])[CH3:48])=[O:45])[CH2:40]3)[CH2:39]2)=[O:3])[O:20][N:19]=1)(=[O:23])[NH2:29]. (6) Given the reactants [CH:1]([CH:4]([CH2:7][CH2:8][CH:9]([CH3:11])[CH3:10])[CH2:5]O)([CH3:3])[CH3:2].[NH3:12].[Sn].[Al], predict the reaction product. The product is: [CH:1]([CH:4]([CH2:7][CH2:8][CH:9]([CH3:11])[CH3:10])[CH2:5][NH2:12])([CH3:3])[CH3:2]. (7) Given the reactants C([N:8]1[CH:12]=[C:11]([C:13]2S[C:15]([C:19](O)=O)=[C:16](C)[N:17]=2)N=N1)C1C=CC=CC=1.[F:22][C:23]1[CH:43]=[CH:42][C:26]([CH2:27][N:28]2[CH:32]=[C:31]([C:33]3[S:34][C:35]([C:39]([OH:41])=O)=[C:36]([CH3:38])[N:37]=3)[N:30]=[N:29]2)=[CH:25][CH:24]=1.N1C=CC=C(CN)C=1, predict the reaction product. The product is: [F:22][C:23]1[CH:24]=[CH:25][C:26]([CH2:27][N:28]2[CH:32]=[C:31]([C:33]3[S:34][C:35]([C:39]([NH:8][CH2:12][C:11]4[CH:13]=[N:17][CH:16]=[CH:15][CH:19]=4)=[O:41])=[C:36]([CH3:38])[N:37]=3)[N:30]=[N:29]2)=[CH:42][CH:43]=1. (8) Given the reactants [CH2:1]([O:4][C:5]([NH:7][C@@:8]1([C:18]([OH:20])=[O:19])[C@@H:13]([F:14])[CH2:12][C@@H:11]2[C@H:9]1[C@H:10]2[C:15]([OH:17])=[O:16])=[O:6])[CH:2]=[CH2:3].[CH2:21](O)[CH:22]=[CH2:23].C(N(CC)C(C)C)(C)C.Cl.C(N=C=NCCCN(C)C)C, predict the reaction product. The product is: [CH2:23]([O:16][C:15]([C@@H:10]1[C@@H:9]2[C@H:11]1[CH2:12][C@H:13]([F:14])[C@@:8]2([NH:7][C:5]([O:4][CH2:1][CH:2]=[CH2:3])=[O:6])[C:18]([OH:20])=[O:19])=[O:17])[CH:22]=[CH2:21]. (9) Given the reactants [F:1][C:2]1[CH:7]=[C:6]([F:8])[CH:5]=[CH:4][C:3]=1[NH:9][CH2:10][CH2:11][C:12]1[CH:17]=[CH:16][C:15]([C:18]([F:21])([F:20])[F:19])=[CH:14][CH:13]=1.C(OC([NH:29][CH:30]([C:34]1[CH:39]=[CH:38][CH:37]=[CH:36][CH:35]=1)[C:31](O)=[O:32])=O)(C)(C)C, predict the reaction product. The product is: [NH2:29][CH:30]([C:34]1[CH:39]=[CH:38][CH:37]=[CH:36][CH:35]=1)[C:31]([N:9]([C:3]1[CH:4]=[CH:5][C:6]([F:8])=[CH:7][C:2]=1[F:1])[CH2:10][CH2:11][C:12]1[CH:17]=[CH:16][C:15]([C:18]([F:19])([F:20])[F:21])=[CH:14][CH:13]=1)=[O:32].